This data is from Forward reaction prediction with 1.9M reactions from USPTO patents (1976-2016). The task is: Predict the product of the given reaction. (1) Given the reactants [Cl:1][C:2]1[C:3]([NH2:12])=[N:4][CH:5]=[C:6]([C:8]([F:11])([F:10])[F:9])[CH:7]=1.Cl[S:14]([C:17]1[CH:26]=[CH:25][C:20]([C:21]([O:23][CH3:24])=[O:22])=[CH:19][CH:18]=1)(=[O:16])=[O:15], predict the reaction product. The product is: [Cl:1][C:2]1[C:3]([NH:12][S:14]([C:17]2[CH:18]=[CH:19][C:20]([C:21]([O:23][CH3:24])=[O:22])=[CH:25][CH:26]=2)(=[O:16])=[O:15])=[N:4][CH:5]=[C:6]([C:8]([F:11])([F:9])[F:10])[CH:7]=1. (2) Given the reactants [NH2:1][C:2]1[N:10]=[CH:9][CH:8]=[CH:7][C:3]=1[C:4]([NH2:6])=[O:5].OO.[OH-].[Na+].[ClH:15], predict the reaction product. The product is: [NH2:1][C:2]1[N:10]=[CH:9][C:8]([Cl:15])=[CH:7][C:3]=1[C:4]([NH2:6])=[O:5]. (3) Given the reactants [F:1][C:2]([F:9])([F:8])[C:3]([O:5]CC)=O.C[O-].[Na+].[Cl:13][C:14]1[CH:19]=[CH:18][C:17]([C:20](=[O:22])[CH3:21])=[CH:16][CH:15]=1.Cl, predict the reaction product. The product is: [F:9][C:2]([F:1])([F:8])[C:3](=[O:5])[CH2:21][C:20]([C:17]1[CH:18]=[CH:19][C:14]([Cl:13])=[CH:15][CH:16]=1)=[O:22]. (4) Given the reactants Br[C:2]1[CH:3]=[C:4]([NH:12][CH2:13][C:14]2[C:19]([CH3:20])=[CH:18][CH:17]=[CH:16][C:15]=2[CH3:21])[C:5]2[N:6]([CH:8]=[C:9]([CH3:11])[N:10]=2)[CH:7]=1.CNCCNC.[OH:28][C:29]1[CH:34]=[C:33]([CH3:35])[CH:32]=[CH:31][N:30]=1, predict the reaction product. The product is: [CH3:21][C:15]1[CH:16]=[CH:17][CH:18]=[C:19]([CH3:20])[C:14]=1[CH2:13][NH:12][C:4]1[C:5]2[N:6]([CH:8]=[C:9]([CH3:11])[N:10]=2)[CH:7]=[C:2]([N:30]2[CH:31]=[CH:32][C:33]([CH3:35])=[CH:34][C:29]2=[O:28])[CH:3]=1. (5) Given the reactants N1C=CC=CC=1.Br[CH:8]1[C:13](=O)[CH2:12][CH2:11][CH2:10][C:9]1=[O:15].[NH2:16][C@H:17]([C:20]([OH:22])=[O:21])[CH2:18][SH:19], predict the reaction product. The product is: [O:15]=[C:9]1[C:8]2[S:19][CH2:18][C@@H:17]([C:20]([OH:22])=[O:21])[NH:16][C:13]=2[CH2:12][CH2:11][CH2:10]1. (6) The product is: [Br:1][C:2]1[C:3]([NH:9][C@H:10]2[CH2:15][CH2:14][C@H:13]([OH:16])[CH2:12][CH2:11]2)=[N:4][C:5]([NH:21][CH2:17][CH2:18][CH2:19][CH3:20])=[N:6][CH:7]=1. Given the reactants [Br:1][C:2]1[C:3]([NH:9][CH:10]2[CH2:15][CH2:14][CH:13]([OH:16])[CH2:12][CH2:11]2)=[N:4][C:5](Cl)=[N:6][CH:7]=1.[CH2:17]([NH2:21])[CH2:18][CH2:19][CH3:20], predict the reaction product. (7) Given the reactants [Cl:1][C:2]1[C:6]([Cl:7])=[C:5]([CH3:8])[NH:4][C:3]=1[C:9]([NH:11][C@H:12]1[CH2:17][CH2:16][N:15]([C:18]2[S:19][C:20]([C:26]([O:28][CH2:29][CH3:30])=[O:27])=[C:21]([C:23](O)=[O:24])[N:22]=2)[CH2:14][C@H:13]1[O:31][CH3:32])=[O:10].[CH3:33][NH:34][CH3:35].CN(C(ON1N=NC2C=CC=NC1=2)=[N+](C)C)C.F[P-](F)(F)(F)(F)F.C(N(CC)CC)C, predict the reaction product. The product is: [Cl:1][C:2]1[C:6]([Cl:7])=[C:5]([CH3:8])[NH:4][C:3]=1[C:9]([NH:11][C@H:12]1[CH2:17][CH2:16][N:15]([C:18]2[S:19][C:20]([C:26]([O:28][CH2:29][CH3:30])=[O:27])=[C:21]([C:23]([N:34]([CH3:35])[CH3:33])=[O:24])[N:22]=2)[CH2:14][C@H:13]1[O:31][CH3:32])=[O:10].